Binary Classification. Given a T-cell receptor sequence (or CDR3 region) and an epitope sequence, predict whether binding occurs between them. From a dataset of TCR-epitope binding with 47,182 pairs between 192 epitopes and 23,139 TCRs. The epitope is TEILPVSMTK. The TCR CDR3 sequence is CASSYGLAGVSTDTQYF. Result: 0 (the TCR does not bind to the epitope).